Dataset: Forward reaction prediction with 1.9M reactions from USPTO patents (1976-2016). Task: Predict the product of the given reaction. (1) Given the reactants [N:1]1([C:7]2[CH:8]=[CH:9][C:10]3[N:11]([C:13]([C:16]([F:19])([F:18])[F:17])=[N:14][N:15]=3)[N:12]=2)[CH2:6][CH2:5][NH:4][CH2:3][CH2:2]1.[CH:20]([C:22]1[CH:32]=[CH:31][C:25]([O:26][CH2:27][C:28]([NH2:30])=[O:29])=[CH:24][CH:23]=1)=O, predict the reaction product. The product is: [F:19][C:16]([F:17])([F:18])[C:13]1[N:11]2[N:12]=[C:7]([N:1]3[CH2:2][CH2:3][N:4]([CH2:20][C:22]4[CH:32]=[CH:31][C:25]([O:26][CH2:27][C:28]([NH2:30])=[O:29])=[CH:24][CH:23]=4)[CH2:5][CH2:6]3)[CH:8]=[CH:9][C:10]2=[N:15][N:14]=1. (2) Given the reactants I[C:2]1[S:3][C:4](I)=[C:5]([P:15]([O:20][CH2:21][CH3:22])([O:17][CH2:18][CH3:19])=[O:16])[C:6]=1[P:7]([O:12][CH2:13][CH3:14])([O:9][CH2:10][CH3:11])=[O:8].C([Sn]([C:37]1[CH:41]=[CH:40][S:39][C:38]=1[C:42]1[S:43][CH:44]=[CH:45][CH:46]=1)(CCCC)CCCC)CCC.Cl, predict the reaction product. The product is: [CH2:10]([O:9][P:7]([C:6]1[C:5]([P:15]([O:20][CH2:21][CH3:22])([O:17][CH2:18][CH3:19])=[O:16])=[C:4]([C:40]2[S:39][C:38]([C:42]3[S:43][CH:44]=[CH:45][CH:46]=3)=[CH:37][CH:41]=2)[S:3][C:2]=1[C:44]1[S:43][C:42]([C:38]2[S:39][CH:40]=[CH:41][CH:37]=2)=[CH:46][CH:45]=1)([O:12][CH2:13][CH3:14])=[O:8])[CH3:11]. (3) The product is: [Si:1]([O:8][CH2:9][C:10]([CH3:14])([CH3:13])[CH:11]=[C:17]([C:15]#[N:16])[C:18]([OH:20])=[O:19])([C:4]([CH3:7])([CH3:6])[CH3:5])([CH3:3])[CH3:2]. Given the reactants [Si:1]([O:8][CH2:9][C:10]([CH3:14])([CH3:13])[CH:11]=O)([C:4]([CH3:7])([CH3:6])[CH3:5])([CH3:3])[CH3:2].[C:15]([CH2:17][C:18]([OH:20])=[O:19])#[N:16].C([O-])(=O)C.[NH4+], predict the reaction product. (4) Given the reactants [CH3:1][Mg+].[Br-].[Br:4][C:5]1[CH:6]=[N:7][CH:8]=[CH:9][C:10]=1[C:11](N(C)OC)=[O:12], predict the reaction product. The product is: [Br:4][C:5]1[CH:6]=[N:7][CH:8]=[CH:9][C:10]=1[C:11](=[O:12])[CH3:1]. (5) Given the reactants [CH2:1]([O:8][C:9](=[O:44])[NH:10][C@H:11]([C:13](=[O:43])[NH:14][C@H:15]([C:20](=[O:42])[NH:21][C@@H:22]([CH2:35][C:36]1[CH:41]=[CH:40][CH:39]=[CH:38][CH:37]=1)[CH:23]([C:25](=[O:34])[NH:26][CH2:27][C:28]1[CH:33]=[CH:32][CH:31]=[CH:30][CH:29]=1)[OH:24])[CH2:16][CH:17]([CH3:19])[CH3:18])[CH3:12])[C:2]1[CH:7]=[CH:6][CH:5]=[CH:4][CH:3]=1.CC(OI1(OC(C)=O)(OC(C)=O)OC(=O)C2C=CC=CC1=2)=O, predict the reaction product. The product is: [CH2:1]([O:8][C:9](=[O:44])[NH:10][C@H:11]([C:13](=[O:43])[NH:14][C@H:15]([C:20](=[O:42])[NH:21][C@@H:22]([CH2:35][C:36]1[CH:37]=[CH:38][CH:39]=[CH:40][CH:41]=1)[C:23]([C:25](=[O:34])[NH:26][CH2:27][C:28]1[CH:33]=[CH:32][CH:31]=[CH:30][CH:29]=1)=[O:24])[CH2:16][CH:17]([CH3:18])[CH3:19])[CH3:12])[C:2]1[CH:7]=[CH:6][CH:5]=[CH:4][CH:3]=1. (6) Given the reactants Br[CH2:2][C:3](=[O:7])[CH:4]([CH3:6])[CH3:5].[CH2:8]([O:15][CH2:16][C:17]([OH:19])=[O:18])[C:9]1[CH:14]=[CH:13][CH:12]=[CH:11][CH:10]=1.C(=O)([O-])[O-].[K+].[K+], predict the reaction product. The product is: [CH3:5][CH:4]([CH3:6])[C:3](=[O:7])[CH2:2][O:19][C:17](=[O:18])[CH2:16][O:15][CH2:8][C:9]1[CH:14]=[CH:13][CH:12]=[CH:11][CH:10]=1.